From a dataset of Forward reaction prediction with 1.9M reactions from USPTO patents (1976-2016). Predict the product of the given reaction. (1) The product is: [F:15][C:9]1[CH:8]=[C:7]([O:6][CH3:5])[CH:12]=[C:11]([O:13][CH3:14])[C:10]=1[C:16](=[O:19])[CH2:17][CH3:18]. Given the reactants ClC(Cl)C.[CH3:5][O:6][C:7]1[CH:8]=[C:9]([F:15])[CH:10]=[C:11]([O:13][CH3:14])[CH:12]=1.[C:16](Cl)(=[O:19])[CH2:17][CH3:18].Cl, predict the reaction product. (2) Given the reactants [C:1]([C:5]1[CH:18]=[CH:17][C:8](/[CH:9]=[N:10]/[CH2:11][C:12]([O:14][CH2:15][CH3:16])=[O:13])=[CH:7][CH:6]=1)([CH3:4])([CH3:3])[CH3:2].[Br-].[Li+].C(N(CC)CC)C.[CH:28]([S:30]([C:33]1[CH:38]=[CH:37][CH:36]=[CH:35][CH:34]=1)(=[O:32])=[O:31])=[CH2:29].C(OC(C)=O)(C)C, predict the reaction product. The product is: [CH2:15]([O:14][C:12]([CH:11]1[CH2:29][CH:28]([S:30]([C:33]2[CH:38]=[CH:37][CH:36]=[CH:35][CH:34]=2)(=[O:31])=[O:32])[CH:9]([C:8]2[CH:17]=[CH:18][C:5]([C:1]([CH3:2])([CH3:4])[CH3:3])=[CH:6][CH:7]=2)[NH:10]1)=[O:13])[CH3:16]. (3) Given the reactants [OH-].[Na+].[F:3][C:4]1[CH:12]=[CH:11][CH:10]=[C:9]([N:13]2[N:17]=[CH:16][CH:15]=[N:14]2)[C:5]=1[C:6]([OH:8])=O.S(Cl)(Cl)=O.C(=O)([O-])[O-].[Na+].[Na+].[CH3:28][C:29]1[CH:34]=[C:33]([CH3:35])[N:32]=[C:31]([N:36]2[CH2:43][CH:42]3[CH:38]([CH2:39][NH:40][CH2:41]3)[CH2:37]2)[N:30]=1.CC(O)=O, predict the reaction product. The product is: [CH3:35][C:33]1[CH:34]=[C:29]([CH3:28])[N:30]=[C:31]([N:36]2[CH2:43][CH:42]3[CH2:41][N:40]([C:6]([C:5]4[C:9]([N:13]5[N:17]=[CH:16][CH:15]=[N:14]5)=[CH:10][CH:11]=[CH:12][C:4]=4[F:3])=[O:8])[CH2:39][CH:38]3[CH2:37]2)[N:32]=1. (4) Given the reactants [OH:1][C:2]1[CH:3]=[C:4]([CH:9]=[CH:10][CH:11]=1)[C:5]([O:7][CH3:8])=[O:6].Br[CH2:13][C:14]#[N:15].C(=O)([O-])[O-].[K+].[K+].C(=O)([O-])O.[Na+], predict the reaction product. The product is: [C:14]([CH2:13][O:1][C:2]1[CH:3]=[C:4]([CH:9]=[CH:10][CH:11]=1)[C:5]([O:7][CH3:8])=[O:6])#[N:15]. (5) Given the reactants [N+:1]([C:4]1[CH:13]=[CH:12][CH:11]=[C:10]2[C:5]=1[CH:6]=[CH:7]O[C:9]2=[O:14])([O-:3])=[O:2].CO.Cl.[NH2:18][C@@H:19]([CH2:23][OH:24])[C:20]([NH2:22])=[O:21].C(N(CC)CC)C, predict the reaction product. The product is: [OH:24][CH2:23][C@H:19]([N:18]1[CH:7]=[CH:6][C:5]2[C:10](=[CH:11][CH:12]=[CH:13][C:4]=2[N+:1]([O-:3])=[O:2])[C:9]1=[O:14])[C:20]([NH2:22])=[O:21].